Dataset: Catalyst prediction with 721,799 reactions and 888 catalyst types from USPTO. Task: Predict which catalyst facilitates the given reaction. (1) Reactant: [Cl:1][C:2]1[CH:7]=[CH:6][C:5]([C:8]2[N:9]=[C:10]([C:18]([O:20]C)=[O:19])[C:11]3[C:16]([CH3:17])=[CH:15][NH:14][C:12]=3[N:13]=2)=[C:4]([F:22])[C:3]=1[O:23][CH3:24].[OH-].[Na+].O1CCCC1. Product: [C:18]([C:10]1[C:11]2[C:16]([CH3:17])=[CH:15][NH:14][C:12]=2[N:13]=[C:8]([C:5]2[CH:6]=[CH:7][C:2]([Cl:1])=[C:3]([O:23][CH3:24])[C:4]=2[F:22])[N:9]=1)([OH:20])=[O:19]. The catalyst class is: 6. (2) Reactant: Br[C:2]1[CH:7]=[CH:6][C:5]([CH:8]2[NH:13][C:12](=[O:14])[N:11]([C:15]3[CH:20]=[CH:19][CH:18]=[C:17]([C:21]([F:24])([F:23])[F:22])[CH:16]=3)[C:10]3[CH2:25][CH2:26][C:27](=[O:28])[C:9]2=3)=[C:4]([S:29][CH3:30])[CH:3]=1.O.[CH3:32][N:33](C)C=O. Product: [O:14]=[C:12]1[N:11]([C:15]2[CH:20]=[CH:19][CH:18]=[C:17]([C:21]([F:22])([F:24])[F:23])[CH:16]=2)[C:10]2[CH2:25][CH2:26][C:27](=[O:28])[C:9]=2[CH:8]([C:5]2[CH:6]=[CH:7][C:2]([C:32]#[N:33])=[CH:3][C:4]=2[S:29][CH3:30])[NH:13]1. The catalyst class is: 267. (3) Reactant: [H-].[Na+].[Cl:3][C:4]1[CH:9]=[CH:8][C:7]([C:10]2[NH:14][C:13]([C:15]3[C:20]([Cl:21])=[CH:19][CH:18]=[CH:17][C:16]=3[Cl:22])=[N:12][C:11]=2[C:23]2[CH:28]=[CH:27][N:26]=[CH:25][CH:24]=2)=[CH:6][CH:5]=1.[CH:29]1(OS(C)(=O)=O)[CH2:33][CH2:32][CH2:31][CH2:30]1.C(OCC)(=O)C. Product: [Cl:3][C:4]1[CH:5]=[CH:6][C:7]([C:10]2[N:14]([CH:29]3[CH2:33][CH2:32][CH2:31][CH2:30]3)[C:13]([C:15]3[C:20]([Cl:21])=[CH:19][CH:18]=[CH:17][C:16]=3[Cl:22])=[N:12][C:11]=2[C:23]2[CH:24]=[CH:25][N:26]=[CH:27][CH:28]=2)=[CH:8][CH:9]=1. The catalyst class is: 3. (4) Reactant: CCN(C(C)C)C(C)C.[CH3:10][O:11][C:12]1[CH:13]=[CH:14][CH:15]=[C:16]2[C:21]=1[O:20][CH2:19][C:18]([C:22]([OH:24])=O)=[CH:17]2.CN(C(ON1N=NC2C=CC=NC1=2)=[N+](C)C)C.F[P-](F)(F)(F)(F)F.[N:49]1[C:50]([C:58]2[CH:59]=[C:60]([NH2:64])[CH:61]=[CH:62][CH:63]=2)=[CH:51][N:52]2[CH:57]=[CH:56][CH:55]=[CH:54][C:53]=12. Product: [N:49]1[C:50]([C:58]2[CH:59]=[C:60]([NH:64][C:22]([C:18]3[CH2:19][O:20][C:21]4[C:16]([CH:17]=3)=[CH:15][CH:14]=[CH:13][C:12]=4[O:11][CH3:10])=[O:24])[CH:61]=[CH:62][CH:63]=2)=[CH:51][N:52]2[CH:57]=[CH:56][CH:55]=[CH:54][C:53]=12. The catalyst class is: 3.